This data is from Full USPTO retrosynthesis dataset with 1.9M reactions from patents (1976-2016). The task is: Predict the reactants needed to synthesize the given product. (1) Given the product [C:15]([O:14][CH2:13][C:2]1([CH2:11][OH:12])[CH:1]2[CH2:10][CH:5]3[CH2:6][CH:7]([CH2:9][CH:3]1[CH2:4]3)[CH2:8]2)(=[O:19])[C:16]([CH3:18])=[CH2:17], predict the reactants needed to synthesize it. The reactants are: [CH:1]12[CH2:10][CH:5]3[CH2:6][CH:7]([CH2:9][CH:3]([CH2:4]3)[C:2]1([CH2:13][OH:14])[CH2:11][OH:12])[CH2:8]2.[C:15](O)(=[O:19])[C:16]([CH3:18])=[CH2:17].C1(C)C=CC=CC=1. (2) Given the product [NH2:1][C:2]1[S:3][C:4]([C:17]2[CH:22]=[CH:21][CH:20]=[C:19]([F:23])[CH:18]=2)=[C:5]([C:7]([N:9]2[CH2:14][C@H:13]3[C@H:11]([CH2:12]3)[C@H:10]2[CH2:15][NH:16][C:30]([C:29]2[S:28][C:27]3=[N:33][CH:34]=[CH:35][N:26]3[C:25]=2[CH3:24])=[O:31])=[O:8])[N:6]=1, predict the reactants needed to synthesize it. The reactants are: [NH2:1][C:2]1[S:3][C:4]([C:17]2[CH:22]=[CH:21][CH:20]=[C:19]([F:23])[CH:18]=2)=[C:5]([C:7]([N:9]2[CH2:14][C@H:13]3[C@H:11]([CH2:12]3)[C@H:10]2[CH2:15][NH2:16])=[O:8])[N:6]=1.[CH3:24][C:25]1[N:26]2[CH:35]=[CH:34][N:33]=[C:27]2[S:28][C:29]=1[C:30](O)=[O:31]. (3) Given the product [Cl:43][C:39]1[S:38][C:37]([S:34](=[O:36])(=[O:35])[NH:33][C:30]([CH3:32])([CH3:31])[CH2:29][OH:28])=[CH:41][C:40]=1[NH:42][C:25]([C:24]1[CH:23]=[N:22][N:15]2[C:16]([C:18]([F:21])([F:20])[F:19])=[CH:17][C:12]([C:4]3[CH:5]=[CH:6][C:7]([C:8]([F:11])([F:9])[F:10])=[C:2]([CH3:1])[CH:3]=3)=[N:13][C:14]=12)=[O:26], predict the reactants needed to synthesize it. The reactants are: [CH3:1][C:2]1[CH:3]=[C:4]([C:12]2[CH:17]=[C:16]([C:18]([F:21])([F:20])[F:19])[N:15]3[N:22]=[CH:23][C:24]([C:25](O)=[O:26])=[C:14]3[N:13]=2)[CH:5]=[CH:6][C:7]=1[C:8]([F:11])([F:10])[F:9].[OH:28][CH2:29][C:30]([NH:33][S:34]([C:37]1[S:38][C:39]([Cl:43])=[C:40]([NH2:42])[CH:41]=1)(=[O:36])=[O:35])([CH3:32])[CH3:31]. (4) Given the product [OH:21][CH2:20][C@@H:19]([NH:22][CH2:23][C@H:24]([OH:33])[CH2:25][O:26][C:27]1[CH:28]=[CH:29][CH:30]=[CH:31][CH:32]=1)[CH2:18][C:15]1[CH:16]=[CH:17][C:12]([O:11][C:6]2[N:7]=[CH:8][CH:9]=[CH:10][C:5]=2[C:4]([O-:34])=[O:3])=[CH:13][CH:14]=1.[Na+:36], predict the reactants needed to synthesize it. The reactants are: C([O:3][C:4](=[O:34])[C:5]1[CH:10]=[CH:9][CH:8]=[N:7][C:6]=1[O:11][C:12]1[CH:17]=[CH:16][C:15]([CH2:18][C@H:19]([NH:22][CH2:23][C@H:24]([OH:33])[CH2:25][O:26][C:27]2[CH:32]=[CH:31][CH:30]=[CH:29][CH:28]=2)[CH2:20][OH:21])=[CH:14][CH:13]=1)C.[OH-].[Na+:36].